This data is from Forward reaction prediction with 1.9M reactions from USPTO patents (1976-2016). The task is: Predict the product of the given reaction. (1) Given the reactants [F:1][C:2]([F:15])([F:14])[C:3]1[CH:4]=[C:5]2[C:9](=[CH:10][CH:11]=1)[CH2:8][CH:7]([CH2:12][OH:13])[CH2:6]2.CC(OI1(OC(C)=O)(OC(C)=O)OC(=O)C2C=CC=CC1=2)=O, predict the reaction product. The product is: [F:1][C:2]([F:14])([F:15])[C:3]1[CH:4]=[C:5]2[C:9](=[CH:10][CH:11]=1)[CH2:8][CH:7]([CH:12]=[O:13])[CH2:6]2. (2) Given the reactants F[C:2]1[CH:3]=[CH:4][C:5]([N+:9]([O-:11])=[O:10])=[C:6]([OH:8])[CH:7]=1.[OH:12][C:13]1[CH:18]=[CH:17][C:16]([CH2:19][C:20]([O:22]C)=[O:21])=[CH:15][CH:14]=1.C([O-])([O-])=O.[K+].[K+], predict the reaction product. The product is: [OH:8][C:6]1[CH:7]=[C:2]([CH:3]=[CH:4][C:5]=1[N+:9]([O-:11])=[O:10])[O:12][C:13]1[CH:14]=[CH:15][C:16]([CH2:19][C:20]([OH:22])=[O:21])=[CH:17][CH:18]=1. (3) Given the reactants [Br:1][C:2]1[CH:3]=[C:4]([CH:8]=[CH:9][C:10]=1[O:11][CH3:12])[C:5]([O-:7])=[O:6].C1COCC1.[Li+].[OH-].Cl, predict the reaction product. The product is: [Br:1][C:2]1[CH:3]=[C:4]([CH:8]=[CH:9][C:10]=1[O:11][CH3:12])[C:5]([OH:7])=[O:6]. (4) Given the reactants [H-].[Na+].[O:3]=[C:4]([CH2:12][C:13]1[CH:18]=[CH:17][CH:16]=[C:15]([C:19]([F:22])([F:21])[F:20])[CH:14]=1)[CH2:5]P(=O)(OC)OC.[CH:23]([C@H:25]1[CH2:29][CH2:28][S:27](=[O:31])(=[O:30])[N:26]1[CH2:32][CH2:33][CH2:34][C:35]1[S:39][C:38]([C:40]([O:42][CH3:43])=[O:41])=[CH:37][CH:36]=1)=O, predict the reaction product. The product is: [O:31]=[S:27]1(=[O:30])[CH2:28][CH2:29][C@H:25](/[CH:23]=[CH:5]/[C:4](=[O:3])[CH2:12][C:13]2[CH:18]=[CH:17][CH:16]=[C:15]([C:19]([F:20])([F:21])[F:22])[CH:14]=2)[N:26]1[CH2:32][CH2:33][CH2:34][C:35]1[S:39][C:38]([C:40]([O:42][CH3:43])=[O:41])=[CH:37][CH:36]=1.